This data is from Catalyst prediction with 721,799 reactions and 888 catalyst types from USPTO. The task is: Predict which catalyst facilitates the given reaction. (1) Reactant: [Br:1][C:2]1[CH:11]=[CH:10][C:5]2[C:6]([NH2:9])=[N:7][O:8][C:4]=2[CH:3]=1.[C:12](O[C:12]([O:14][C:15]([CH3:18])([CH3:17])[CH3:16])=[O:13])([O:14][C:15]([CH3:18])([CH3:17])[CH3:16])=[O:13].C(N(CC)CC)C.O. Product: [Br:1][C:2]1[CH:11]=[CH:10][C:5]2[C:6]([NH:9][C:12](=[O:13])[O:14][C:15]([CH3:18])([CH3:17])[CH3:16])=[N:7][O:8][C:4]=2[CH:3]=1. The catalyst class is: 119. (2) Reactant: [H-].[Na+].[CH:3]([C:6]1[N:10]=[C:9]([N:11]2[CH2:16][CH2:15][CH:14]([C@H:17]3[CH2:19][C@H:18]3[CH2:20][OH:21])[CH2:13][CH2:12]2)[O:8][N:7]=1)([CH3:5])[CH3:4].[Br:22][C:23]1[CH:28]=[CH:27][C:26]([CH2:29]Br)=[C:25]([F:31])[CH:24]=1. Product: [Br:22][C:23]1[CH:28]=[CH:27][C:26]([CH2:29][O:21][CH2:20][C@@H:18]2[CH2:19][C@@H:17]2[CH:14]2[CH2:15][CH2:16][N:11]([C:9]3[O:8][N:7]=[C:6]([CH:3]([CH3:5])[CH3:4])[N:10]=3)[CH2:12][CH2:13]2)=[C:25]([F:31])[CH:24]=1. The catalyst class is: 3. (3) Reactant: [CH2:1]([N:3]([CH2:27][CH:28]1[CH2:32][CH2:31][CH2:30][O:29]1)[C:4]1[C:5]2[CH2:26][NH:25][CH2:24][CH2:23][C:6]=2[N:7]=[C:8]([NH:10][C:11]2[CH:16]=[CH:15][C:14]([N:17]3[CH:21]=[CH:20][N:19]=[C:18]3[CH3:22])=[CH:13][CH:12]=2)[N:9]=1)[CH3:2].[C:33](O)(=[O:35])[CH3:34].C(O)C=O.C([BH3-])#N.[Na+]. Product: [CH2:1]([N:3]([CH2:27][CH:28]1[CH2:32][CH2:31][CH2:30][O:29]1)[C:4]1[C:5]2[CH2:26][N:25]([CH2:34][CH2:33][OH:35])[CH2:24][CH2:23][C:6]=2[N:7]=[C:8]([NH:10][C:11]2[CH:12]=[CH:13][C:14]([N:17]3[CH:21]=[CH:20][N:19]=[C:18]3[CH3:22])=[CH:15][CH:16]=2)[N:9]=1)[CH3:2]. The catalyst class is: 5. (4) Reactant: C(N(S(F)(F)[F:7])CC)C.[Br:10][C:11]1[C:12]([F:20])=[C:13]([CH2:18]O)[C:14]([Cl:17])=[CH:15][CH:16]=1.C(=O)(O)[O-].[Na+]. Product: [Br:10][C:11]1[CH:16]=[CH:15][C:14]([Cl:17])=[C:13]([CH2:18][F:7])[C:12]=1[F:20]. The catalyst class is: 2. (5) Product: [N:16]1[C:15]([CH2:14][CH2:13][N:9]2[C:10](=[O:12])[C:11]3[C:6](=[CH:5][CH:4]=[CH:3][C:2]=3[NH:76][C@@H:77]3[CH2:81][CH2:80][N:79]([C:82]([O:84][C:85]([CH3:88])([CH3:87])[CH3:86])=[O:83])[CH2:78]3)[CH:7]=[N:8]2)=[CH:23][N:18]2[CH:19]=[CH:20][CH:21]=[CH:22][C:17]=12. The catalyst class is: 101. Reactant: Cl[C:2]1[CH:3]=[CH:4][CH:5]=[C:6]2[C:11]=1[C:10](=[O:12])[N:9]([CH2:13][CH2:14][C:15]1[N:16]=[C:17]3[CH:22]=[CH:21][CH:20]=[CH:19][N:18]3[CH:23]=1)[N:8]=[CH:7]2.C1C=CC(P(C2C(C3C(P(C4C=CC=CC=4)C4C=CC=CC=4)=CC=C4C=3C=CC=C4)=C3C(C=CC=C3)=CC=2)C2C=CC=CC=2)=CC=1.C(=O)([O-])[O-].[Cs+].[Cs+].[NH2:76][C@@H:77]1[CH2:81][CH2:80][N:79]([C:82]([O:84][C:85]([CH3:88])([CH3:87])[CH3:86])=[O:83])[CH2:78]1. (6) Reactant: [H-].[H-].[H-].[H-].[Li+].[Al+3].C[O:8][C:9](=O)[C:10]1[C:15]([NH2:16])=[CH:14][C:13]([Cl:17])=[N:12][CH:11]=1. Product: [NH2:16][C:15]1[CH:14]=[C:13]([Cl:17])[N:12]=[CH:11][C:10]=1[CH2:9][OH:8]. The catalyst class is: 1. (7) Reactant: [CH2:1]([O:3][C:4]([N:6]1[CH2:11][CH2:10][C@H:9]([NH:12]C(C2C=CC=CC=2)C)[C@H:8]([O:21][CH2:22][CH3:23])[CH2:7]1)=[O:5])[CH3:2].[H][H]. Product: [CH2:1]([O:3][C:4]([N:6]1[CH2:11][CH2:10][C@H:9]([NH2:12])[C@H:8]([O:21][CH2:22][CH3:23])[CH2:7]1)=[O:5])[CH3:2]. The catalyst class is: 19. (8) Reactant: [NH2:1][C:2]1[CH:7]=[CH:6][C:5]([N:8]2[CH2:13][CH2:12][N:11]([CH2:14][CH2:15][OH:16])[CH2:10][CH2:9]2)=[CH:4][CH:3]=1.CS([C:20]1[N:25]=[CH:24][C:23]2=[CH:26][CH:27]=[C:28]([C:29]3[CH:34]=[CH:33][CH:32]=[CH:31][C:30]=3[N:35]([CH3:40])[S:36]([CH3:39])(=[O:38])=[O:37])[N:22]2[N:21]=1)=O.[F-].[Cs+].C(N(CC)C(C)C)(C)C. Product: [OH:16][CH2:15][CH2:14][N:11]1[CH2:10][CH2:9][N:8]([C:5]2[CH:4]=[CH:3][C:2]([NH:1][C:20]3[N:25]=[CH:24][C:23]4=[CH:26][CH:27]=[C:28]([C:29]5[CH:34]=[CH:33][CH:32]=[CH:31][C:30]=5[N:35]([CH3:40])[S:36]([CH3:39])(=[O:38])=[O:37])[N:22]4[N:21]=3)=[CH:7][CH:6]=2)[CH2:13][CH2:12]1. The catalyst class is: 107. (9) Reactant: Cl[C:2]1[C:11]2[C:6](=[CH:7][CH:8]=[C:9]([O:12][CH3:13])[CH:10]=2)[CH:5]=[C:4]([NH:14][C:15]2[CH:19]=[C:18]([CH3:20])[NH:17][N:16]=2)[N:3]=1. Product: [CH:9]([O:12][C:2]1[C:11]2[C:6](=[CH:7][CH:8]=[C:9]([O:12][CH3:13])[CH:10]=2)[CH:5]=[C:4]([NH:14][C:15]2[CH:19]=[C:18]([CH3:20])[NH:17][N:16]=2)[N:3]=1)([CH3:10])[CH3:8]. The catalyst class is: 41. (10) Reactant: [C:1]([O:5][C:6]([N:8]1[CH2:13][CH2:12][C:11](=[C:14](I)[C:15]2[CH:20]=[CH:19][CH:18]=[CH:17][CH:16]=2)[CH2:10][CH2:9]1)=[O:7])([CH3:4])([CH3:3])[CH3:2].[O:34]1[CH:35]=[CH:36][CH:37]=[C:33]1P([C:33]1[O:34][CH:35]=[CH:36][CH:37]=1)[C:33]1[O:34][CH:35]=[CH:36][CH:37]=1.C([Sn](CCCC)(CCCC)[C:43]1[CH:47]=C(C(OCC)=O)[NH:45][N:44]=1)CCC.C1C[O:64]CC1. Product: [C:1]([O:5][C:6]([N:8]1[CH2:13][CH2:12][C:11](=[C:14]([C:15]2[CH:20]=[CH:19][CH:18]=[CH:17][CH:16]=2)[C:43]2[CH:47]=[C:35]([CH2:36][CH2:37][C:33]([OH:34])=[O:64])[NH:45][N:44]=2)[CH2:10][CH2:9]1)=[O:7])([CH3:4])([CH3:3])[CH3:2]. The catalyst class is: 110.